Dataset: Forward reaction prediction with 1.9M reactions from USPTO patents (1976-2016). Task: Predict the product of the given reaction. (1) Given the reactants [N+:1]([C:4]1[CH:12]=[C:11]2[C:7]([CH:8]=[N:9][NH:10]2)=[CH:6][CH:5]=1)([O-:3])=[O:2].C(N(CC)CC)C.[CH3:20][C:21](OC(C)=O)=[O:22].C1OCCOCCOCCOCCOCCOC1, predict the reaction product. The product is: [N+:1]([C:4]1[CH:12]=[C:11]2[C:7]([CH:8]=[N:9][N:10]2[C:21](=[O:22])[CH3:20])=[CH:6][CH:5]=1)([O-:3])=[O:2]. (2) Given the reactants C[O:2][C:3]([C:5]1[C:10]([NH2:11])=[CH:9][C:8]([C:12]([F:15])([F:14])[F:13])=[C:7](Br)[N:6]=1)=[O:4].[CH:17]1(B(O)O)[CH2:19][CH2:18]1, predict the reaction product. The product is: [NH2:11][C:10]1[C:5]([C:3]([OH:2])=[O:4])=[N:6][C:7]([CH:17]2[CH2:19][CH2:18]2)=[C:8]([C:12]([F:15])([F:14])[F:13])[CH:9]=1. (3) Given the reactants [F:1][C:2]1([F:33])[O:6][C:5]2[CH:7]=[C:8]([OH:32])[C:9]([CH:11]3[C:19]4[C:14](=[CH:15][CH:16]=[CH:17][CH:18]=4)[N:13]([CH2:20][C:21]4[C:26]([C:27]([F:30])([F:29])[F:28])=[CH:25][CH:24]=[CH:23][N:22]=4)[C:12]3=[O:31])=[CH:10][C:4]=2[O:3]1.[C:34]1(C(C2C=CC=CC=2)N2C3C(=CC=CC=3)C(C3C=C(C)C(OC)=CC=3O)C2=O)C=CC=CC=1, predict the reaction product. The product is: [F:33][C:2]1([F:1])[O:6][C:5]2[CH:7]=[C:8]3[O:32][CH2:34][C:11]4([C:19]5[C:14](=[CH:15][CH:16]=[CH:17][CH:18]=5)[N:13]([CH2:20][C:21]5[C:26]([C:27]([F:29])([F:30])[F:28])=[CH:25][CH:24]=[CH:23][N:22]=5)[C:12]4=[O:31])[C:9]3=[CH:10][C:4]=2[O:3]1. (4) Given the reactants [C:1]([C:5]1[CH:13]=[C:12]2[C:8]([CH2:9][NH:10][C:11]2=[O:14])=[CH:7][CH:6]=1)([CH3:4])([CH3:3])[CH3:2].[Br:15][C:16]1[CH:21]=[CH:20][CH:19]=[C:18](Br)[C:17]=1[CH3:23].C(=O)([O-])[O-].[Cs+].[Cs+].CNCCNC, predict the reaction product. The product is: [Br:15][C:16]1[C:17]([CH3:23])=[C:18]([N:10]2[CH2:9][C:8]3[C:12](=[CH:13][C:5]([C:1]([CH3:4])([CH3:2])[CH3:3])=[CH:6][CH:7]=3)[C:11]2=[O:14])[CH:19]=[CH:20][CH:21]=1.